From a dataset of Reaction yield outcomes from USPTO patents with 853,638 reactions. Predict the reaction yield, written as a fraction of the theoretical maximum amount of product (1.0 means a 100% yield; for example, 0.34 means a 34% yield). (1) The reactants are [C:1]([O:7][CH2:8][CH3:9])(=[O:6])[CH2:2][C:3]([CH3:5])=[O:4].[H-].[Na+].Br[CH2:13][C:14]1[CH:19]=[CH:18][CH:17]=[C:16]([N+:20]([O-:22])=[O:21])[C:15]=1[F:23].Cl. The catalyst is C1COCC1. The product is [CH2:8]([O:7][C:1](=[O:6])[CH:2]([CH2:13][C:14]1[CH:19]=[CH:18][CH:17]=[C:16]([N+:20]([O-:22])=[O:21])[C:15]=1[F:23])[C:3](=[O:4])[CH3:5])[CH3:9]. The yield is 0.630. (2) The reactants are [CH:1]([N-]C(C)C)(C)C.[Li+].[C:9](#N)CC.P(Cl)([O:18][CH2:19][CH3:20])(OCC)=O.C(C1N(CC2[CH:53]=[CH:52][C:39]3/[C:40](=[CH:49]/[C:50]#[N:51])/[C:41]4[CH:48]=[CH:47][CH:46]=[CH:45]C=4C[CH2:44][C:38]=3C=2)C2=NC(C)=CC(C)=C2N=1)C.[C:54]([O:57][CH2:58]C)(=[O:56])[CH3:55]. The catalyst is C1COCC1.O. The product is [CH3:58][O:57][C:54]([C:55]1[CH:53]=[CH:52][C:39]2=[C:38]([CH:44]=1)[O:18][CH2:19][C:20]1[CH:45]=[CH:46][CH:47]=[CH:48][C:41]=1/[C:40]/2=[C:49](/[C:50]#[N:51])\[CH3:1])=[O:56].[CH3:58][O:57][C:54]([C:55]1[CH:53]=[CH:52][C:39]2=[C:38]([CH:44]=1)[O:18][CH2:19][C:20]1[CH:45]=[CH:46][CH:47]=[CH:48][C:41]=1/[C:40]/2=[C:49](\[C:50]#[N:51])/[CH3:9])=[O:56]. The yield is 0.370. (3) The reactants are [CH2:1]([O:8][C:9]1[CH:10]=[C:11]2[C:16](=[CH:17][CH:18]=1)[CH2:15][CH:14]([CH:19]([O:38][Si:39]([C:42]([CH3:45])([CH3:44])[CH3:43])([CH3:41])[CH3:40])[C:20]1[O:21][C:22]([Sn](CCCC)(CCCC)CCCC)=[CH:23][N:24]=1)[CH2:13][CH2:12]2)[C:2]1[CH:7]=[CH:6][CH:5]=[CH:4][CH:3]=1.Br[C:47]1[N:52]=[C:51]([C:53]([O:55][CH3:56])=[O:54])[CH:50]=[CH:49][CH:48]=1. No catalyst specified. The product is [CH2:1]([O:8][C:9]1[CH:10]=[C:11]2[C:12](=[CH:17][CH:18]=1)[CH2:13][CH:14]([CH:19]([O:38][Si:39]([C:42]([CH3:44])([CH3:45])[CH3:43])([CH3:40])[CH3:41])[C:20]1[O:21][C:22]([C:47]3[N:52]=[C:51]([C:53]([O:55][CH3:56])=[O:54])[CH:50]=[CH:49][CH:48]=3)=[CH:23][N:24]=1)[CH2:15][CH2:16]2)[C:2]1[CH:3]=[CH:4][CH:5]=[CH:6][CH:7]=1. The yield is 0.670. (4) The reactants are C1COCC1.[BH4-].[Na+].[OH:8][C@@:9]([C:41]1[CH:50]=[CH:49][C:48]2[C:43](=[CH:44][CH:45]=[C:46]([C:51]([NH:53][CH3:54])=[O:52])[CH:47]=2)[CH:42]=1)([C:17]1[N:18]=[CH:19][N:20]([C:22]([C:35]2[CH:40]=[CH:39][CH:38]=[CH:37][CH:36]=2)([C:29]2[CH:34]=[CH:33][CH:32]=[CH:31][CH:30]=2)[C:23]2[CH:28]=[CH:27][CH:26]=[CH:25][CH:24]=2)[CH:21]=1)[CH2:10][C:11](OC(C)C)=[O:12].[Cl-].[NH4+]. The catalyst is [Cl-].[Zn+2].[Cl-].C(OCC)(=O)C.O. The product is [OH:8][C:9]([C:41]1[CH:42]=[C:43]2[C:48](=[CH:49][CH:50]=1)[CH:47]=[C:46]([C:51]([NH:53][CH3:54])=[O:52])[CH:45]=[CH:44]2)([C:17]1[N:18]=[CH:19][N:20]([C:22]([C:29]2[CH:34]=[CH:33][CH:32]=[CH:31][CH:30]=2)([C:35]2[CH:36]=[CH:37][CH:38]=[CH:39][CH:40]=2)[C:23]2[CH:28]=[CH:27][CH:26]=[CH:25][CH:24]=2)[CH:21]=1)[CH2:10][CH2:11][OH:12]. The yield is 0.760. (5) The product is [CH3:30][N:31]([CH2:42][C:43]1[N:47]([CH2:48][C@H:49]2[CH2:54][CH2:53][CH2:52][N:51]([CH:55]([CH3:57])[CH3:56])[CH2:50]2)[C:46]2[CH:58]=[CH:59][CH:60]=[CH:61][C:45]=2[N:44]=1)[C@H:32]1[C:41]2[N:40]=[CH:39][CH:38]=[CH:37][C:36]=2[CH2:35][CH2:34][CH2:33]1. The yield is 0.910. No catalyst specified. The reactants are CN(CC1N(C[C@H]2CCCNC2)C2C=CC=CC=2N=1)[C@H]1C2N=CC=CC=2CCC1.[CH3:30][N:31]([CH2:42][C:43]1[N:47]([CH2:48][C@@H:49]2[CH2:54][CH2:53][CH2:52][N:51]([CH:55]([CH3:57])[CH3:56])[CH2:50]2)[C:46]2[CH:58]=[CH:59][CH:60]=[CH:61][C:45]=2[N:44]=1)[C@H:32]1[C:41]2[N:40]=[CH:39][CH:38]=[CH:37][C:36]=2[CH2:35][CH2:34][CH2:33]1.